From a dataset of Catalyst prediction with 721,799 reactions and 888 catalyst types from USPTO. Predict which catalyst facilitates the given reaction. (1) Reactant: [C:1]1([C@H:7]2[C@H:11]([NH:12]C(=O)C(F)(F)F)[CH2:10][N:9]([C:19]([O:21][C:22]([CH3:25])([CH3:24])[CH3:23])=[O:20])[CH2:8]2)[CH:6]=[CH:5][CH:4]=[CH:3][CH:2]=1.[OH-].[Na+]. Product: [NH2:12][C@H:11]1[C@H:7]([C:1]2[CH:6]=[CH:5][CH:4]=[CH:3][CH:2]=2)[CH2:8][N:9]([C:19]([O:21][C:22]([CH3:25])([CH3:24])[CH3:23])=[O:20])[CH2:10]1. The catalyst class is: 5. (2) Product: [C:1]([O:5][C:6]([NH:8][CH:9]1[CH2:14][CH2:13][CH:12]([N:15]([CH2:32][CH3:33])[C:16]2[C:17]([CH3:31])=[C:18]([CH:23]=[C:24]([O:26][CH2:27][CH2:28][O:29][CH3:30])[CH:25]=2)[C:19]([O:21][CH3:22])=[O:20])[CH2:11][CH2:10]1)=[O:7])([CH3:2])([CH3:3])[CH3:4]. The catalyst class is: 68. Reactant: [C:1]([O:5][C:6]([NH:8][CH:9]1[CH2:14][CH2:13][CH:12]([NH:15][C:16]2[C:17]([CH3:31])=[C:18]([CH:23]=[C:24]([O:26][CH2:27][CH2:28][O:29][CH3:30])[CH:25]=2)[C:19]([O:21][CH3:22])=[O:20])[CH2:11][CH2:10]1)=[O:7])([CH3:4])([CH3:3])[CH3:2].[CH:32](=O)[CH3:33].C(O)(=O)C.C(O[BH-](OC(=O)C)OC(=O)C)(=O)C.[Na+]. (3) Reactant: [Si]([O:8][CH2:9][CH2:10][CH2:11][C:12]1([CH3:27])[C:21](=[N+:22]=[N-:23])[C:20](=[O:24])[C:19]2[C:14](=[CH:15][CH:16]=[C:17]([O:25][CH3:26])[CH:18]=2)[O:13]1)(C(C)(C)C)(C)C.C1COCC1.CCCC[N+](CCCC)(CCCC)CCCC.[F-].CCOC(C)=O. Product: [N+:22](=[C:21]1[C:20](=[O:24])[C:19]2[C:14](=[CH:15][CH:16]=[C:17]([O:25][CH3:26])[CH:18]=2)[O:13][C:12]1([CH2:11][CH2:10][CH2:9][OH:8])[CH3:27])=[N-:23]. The catalyst class is: 6.